Task: Predict the reaction yield, written as a fraction of the theoretical maximum amount of product (1.0 means a 100% yield; for example, 0.34 means a 34% yield).. Dataset: Reaction yield outcomes from USPTO patents with 853,638 reactions (1) The product is [OH:1][C:2]1[C:7]([C:8]2[S:9][CH:10]=[CH:11][CH:12]=2)=[N:6][N:5]([CH2:13][CH2:14][CH:15]([CH3:17])[CH3:16])[C:4](=[O:18])[C:3]=1[C:19]1[NH:24][C:23]2[CH:25]=[CH:26][C:27]([CH:48]=[CH:47][S:44]([CH3:43])(=[O:46])=[O:45])=[CH:28][C:22]=2[S:21](=[O:31])(=[O:30])[N:20]=1. The catalyst is C(OCC)(=O)C.C([O-])(=O)C.[Pd+2].C([O-])(=O)C. The reactants are [OH:1][C:2]1[C:7]([C:8]2[S:9][CH:10]=[CH:11][CH:12]=2)=[N:6][N:5]([CH2:13][CH2:14][CH:15]([CH3:17])[CH3:16])[C:4](=[O:18])[C:3]=1[C:19]1[NH:24][C:23]2[CH:25]=[CH:26][C:27](I)=[CH:28][C:22]=2[S:21](=[O:31])(=[O:30])[N:20]=1.C(=O)([O-])[O-].[K+].[K+].CN(C)C=O.[CH3:43][S:44]([CH:47]=[CH2:48])(=[O:46])=[O:45]. The yield is 0.390. (2) The reactants are O[N:2]=[C:3]([C:5]1[CH:6]=[C:7]([CH:12]=[CH:13][C:14]=1[CH3:15])[C:8]([O:10][CH3:11])=[O:9])[NH2:4]. The catalyst is CO. The product is [C:3]([C:5]1[CH:6]=[C:7]([CH:12]=[CH:13][C:14]=1[CH3:15])[C:8]([O:10][CH3:11])=[O:9])(=[NH:2])[NH2:4]. The yield is 0.540. (3) The reactants are C(O[B:5]1[O:9][C:8]([CH3:11])([CH3:10])[C:7]([CH3:13])([CH3:12])[O:6]1)(C)C.C([Li])CCC.[F:19][C:20]1[CH:21]=[C:22]([C:27]2([OH:31])[CH2:30][O:29][CH2:28]2)[CH:23]=[C:24]([F:26])[CH:25]=1. No catalyst specified. The product is [F:19][C:20]1[CH:21]=[C:22]([C:27]2([OH:31])[CH2:30][O:29][CH2:28]2)[CH:23]=[C:24]([F:26])[C:25]=1[B:5]1[O:6][C:7]([CH3:12])([CH3:13])[C:8]([CH3:10])([CH3:11])[O:9]1. The yield is 0.790.